This data is from Forward reaction prediction with 1.9M reactions from USPTO patents (1976-2016). The task is: Predict the product of the given reaction. Given the reactants [CH3:1][C:2]1[CH:10]=[C:9](Cl)[C:8]([S:12]([CH3:15])(=[O:14])=[O:13])=[CH:7][C:3]=1[C:4]([OH:6])=[O:5].[CH2:16]([NH2:23])[C:17]1[CH:22]=[CH:21][CH:20]=[CH:19][CH:18]=1, predict the reaction product. The product is: [CH2:16]([NH:23][C:9]1[C:8]([S:12]([CH3:15])(=[O:14])=[O:13])=[CH:7][C:3]([C:4]([OH:6])=[O:5])=[C:2]([CH3:1])[CH:10]=1)[C:17]1[CH:22]=[CH:21][CH:20]=[CH:19][CH:18]=1.